The task is: Predict which catalyst facilitates the given reaction.. This data is from Catalyst prediction with 721,799 reactions and 888 catalyst types from USPTO. The catalyst class is: 55. Product: [C:1]([N:4]1[CH2:9][CH2:8][C@@H:7]([NH:10][S:11]([C:14]2[CH:19]=[CH:18][C:17]([O:20][CH2:21][C:22]3[C:31]4[C:26](=[CH:27][CH:28]=[CH:29][CH:30]=4)[N:25]=[C:24]([CH3:32])[CH:23]=3)=[CH:16][CH:15]=2)(=[O:13])=[O:12])[C@@:6]([CH3:41])([C:33]([NH:35][OH:36])=[O:34])[CH2:5]1)(=[O:3])[CH3:2]. Reactant: [C:1]([N:4]1[CH2:9][CH2:8][C@@H:7]([NH:10][S:11]([C:14]2[CH:19]=[CH:18][C:17]([O:20][CH2:21][C:22]3[C:31]4[C:26](=[CH:27][CH:28]=[CH:29][CH:30]=4)[N:25]=[C:24]([CH3:32])[CH:23]=3)=[CH:16][CH:15]=2)(=[O:13])=[O:12])[C@@:6]([CH3:41])([C:33]([NH:35][O:36]C(C)(C)C)=[O:34])[CH2:5]1)(=[O:3])[CH3:2].